From a dataset of Forward reaction prediction with 1.9M reactions from USPTO patents (1976-2016). Predict the product of the given reaction. (1) Given the reactants [CH:1]1([N:7]2[C:19](=[O:20])[C:11]3[NH:12][C:13]4[CH:14]=[CH:15][CH:16]=[CH:17][C:18]=4[C:10]=3[NH:9][C:8]2=[S:21])[CH2:6][CH2:5][CH2:4][CH2:3][CH2:2]1.[OH-].[K+].Cl[CH2:25][C:26]([OH:28])=[O:27], predict the reaction product. The product is: [CH:1]1([N:7]2[C:19](=[O:20])[C:11]3[NH:12][C:13]4[CH:14]=[CH:15][CH:16]=[CH:17][C:18]=4[C:10]=3[N:9]=[C:8]2[S:21][CH2:25][C:26]([OH:28])=[O:27])[CH2:2][CH2:3][CH2:4][CH2:5][CH2:6]1. (2) Given the reactants Cl[C:2]1[CH:7]=[C:6]([C:8]2[CH:13]=[CH:12][C:11]([C:14]([F:17])([F:16])[F:15])=[CH:10][CH:9]=2)[N:5]=[CH:4][N:3]=1.[NH2:18][C:19]1[CH:24]=[CH:23][CH:22]=[CH:21][C:20]=1[OH:25].[H-].[Na+], predict the reaction product. The product is: [F:15][C:14]([F:17])([F:16])[C:11]1[CH:12]=[CH:13][C:8]([C:6]2[N:5]=[CH:4][N:3]=[C:2]([O:25][C:20]3[CH:21]=[CH:22][CH:23]=[CH:24][C:19]=3[NH2:18])[CH:7]=2)=[CH:9][CH:10]=1.